Predict the product of the given reaction. From a dataset of Forward reaction prediction with 1.9M reactions from USPTO patents (1976-2016). (1) Given the reactants [Cl:1][C:2]1[CH:9]=[C:8]([NH:10][CH2:11][C:12]([F:15])([F:14])[F:13])[CH:7]=[CH:6][C:3]=1[C:4]#[N:5].Br[CH:17]([CH3:25])[C:18]([O:20][C:21]([CH3:24])([CH3:23])[CH3:22])=[O:19], predict the reaction product. The product is: [Cl:1][C:2]1[CH:9]=[C:8]([N:10]([CH2:11][C:12]([F:13])([F:14])[F:15])[C@H:17]([C:18]([O:20][C:21]([CH3:24])([CH3:23])[CH3:22])=[O:19])[CH3:25])[CH:7]=[CH:6][C:3]=1[C:4]#[N:5]. (2) Given the reactants C(NC1C=CC(C2C=C3C(CN([C@@H](C(C)C)C(OC)=O)C3=O)=CC=2)=CC=1)(=O)C1C=CC=CC=1.[NH2:34][C:35]1[CH:40]=[CH:39][C:38]([C:41]2[CH:49]=[C:48]3[C:44]([CH2:45][N:46]([C@@H:51]4[CH2:55][CH2:54][CH2:53][C@@H:52]4[C:56]([O:58][CH3:59])=[O:57])[C:47]3=[O:50])=[CH:43][CH:42]=2)=[CH:37][CH:36]=1.[Cl:60][C:61]1[CH:69]=[CH:68][C:64]([C:65](Cl)=[O:66])=[CH:63][CH:62]=1, predict the reaction product. The product is: [Cl:60][C:61]1[CH:69]=[CH:68][C:64]([C:65]([NH:34][C:35]2[CH:36]=[CH:37][C:38]([C:41]3[CH:49]=[C:48]4[C:44]([CH2:45][N:46]([C@@H:51]5[CH2:55][CH2:54][CH2:53][C@@H:52]5[C:56]([O:58][CH3:59])=[O:57])[C:47]4=[O:50])=[CH:43][CH:42]=3)=[CH:39][CH:40]=2)=[O:66])=[CH:63][CH:62]=1. (3) Given the reactants [NH:1]1[C:9]2[C:4](=[CH:5][CH:6]=[CH:7][CH:8]=2)[C:3]([C:10]([O:12]C)=[O:11])=[N:2]1.F[C:15]1[CH:20]=[C:19]([I:21])[CH:18]=[CH:17][N:16]=1, predict the reaction product. The product is: [I:21][C:19]1[CH:18]=[CH:17][N:16]=[C:15]([N:1]2[C:9]3[C:4](=[CH:5][CH:6]=[CH:7][CH:8]=3)[C:3]([C:10]([OH:12])=[O:11])=[N:2]2)[CH:20]=1. (4) Given the reactants [F:1][C:2]([F:21])([C:14]1[CH:19]=[CH:18][C:17]([F:20])=[CH:16][CH:15]=1)[CH2:3][CH2:4][S:5][C:6]1[N:7]=[CH:8][S:9][C:10]=1[C:11]([OH:13])=O.[B-](F)(F)(F)F.CN(C(ON1N=NC2C1=CC=CC=2)=[N+](C)C)C.CN1CCOCC1.[F:51][C:52]1[CH:59]=[CH:58][C:55]([CH2:56][NH2:57])=[CH:54][CH:53]=1, predict the reaction product. The product is: [F:21][C:2]([F:1])([C:14]1[CH:19]=[CH:18][C:17]([F:20])=[CH:16][CH:15]=1)[CH2:3][CH2:4][S:5][C:6]1[N:7]=[CH:8][S:9][C:10]=1[C:11]([NH:57][CH2:56][C:55]1[CH:58]=[CH:59][C:52]([F:51])=[CH:53][CH:54]=1)=[O:13]. (5) Given the reactants [CH2:1]([O:3][C:4](=[O:16])[C:5]1[CH:10]=[CH:9][C:8]([N+:11]([O-:13])=[O:12])=[CH:7][C:6]=1[CH2:14]Br)[CH3:2].[CH3:17][C:18]([SH:21])([CH3:20])[CH3:19].[H-].[Na+], predict the reaction product. The product is: [CH2:1]([O:3][C:4](=[O:16])[C:5]1[CH:10]=[CH:9][C:8]([N+:11]([O-:13])=[O:12])=[CH:7][C:6]=1[CH2:14][S:21][C:18]([CH3:20])([CH3:19])[CH3:17])[CH3:2]. (6) Given the reactants [Cl-].[CH3:2][O:3][CH2:4][N+:5]1([CH3:10])[CH2:9][CH2:8][CH2:7][CH2:6]1.[F:11][As-:12]([F:17])([F:16])([F:15])([F:14])[F:13].[Li+].ClCCl, predict the reaction product. The product is: [F:11][As-:12]([F:17])([F:16])([F:15])([F:14])[F:13].[CH3:2][O:3][CH2:4][N+:5]1([CH3:10])[CH2:9][CH2:8][CH2:7][CH2:6]1. (7) Given the reactants [CH3:1][O:2][C:3]1[N:4]=[C:5]2[C:10](=[C:11]([CH3:13])[CH:12]=1)[N:9]=[CH:8][C:7]([N+:14]([O-:16])=[O:15])=[C:6]2O.P(Br)(Br)[Br:19].O.C(=O)([O-])O.[Na+], predict the reaction product. The product is: [Br:19][C:6]1[C:7]([N+:14]([O-:16])=[O:15])=[CH:8][N:9]=[C:10]2[C:5]=1[N:4]=[C:3]([O:2][CH3:1])[CH:12]=[C:11]2[CH3:13]. (8) Given the reactants [C:1]([C:3]1[CH:11]=[CH:10][C:6]([C:7]([OH:9])=[O:8])=[C:5]([F:12])[CH:4]=1)#[N:2].[NH2:13][OH:14].Cl.C([O-])([O-])=O.[K+].[K+], predict the reaction product. The product is: [F:12][C:5]1[CH:4]=[C:3]([C:1](=[NH:2])[NH:13][OH:14])[CH:11]=[CH:10][C:6]=1[C:7]([OH:9])=[O:8]. (9) Given the reactants [F:1][C:2]1[C:13]([F:14])=[CH:12][CH:11]=[CH:10][C:3]=1[C:4](N(OC)C)=[O:5].[CH3:15][O:16][C:17]1[CH:22]=[CH:21][C:20]([Mg]Br)=[C:19]([CH3:25])[CH:18]=1, predict the reaction product. The product is: [F:1][C:2]1[C:13]([F:14])=[CH:12][CH:11]=[CH:10][C:3]=1[C:4]([C:20]1[CH:21]=[CH:22][C:17]([O:16][CH3:15])=[CH:18][C:19]=1[CH3:25])=[O:5]. (10) Given the reactants [CH2:1]([N:8]1[CH2:13][CH2:12][CH:11]([N:14]2[C:18](=O)[C:17]([C:26]3[CH:31]=[CH:30][CH:29]=[CH:28][CH:27]=3)([C:20]3[CH:25]=[CH:24][CH:23]=[CH:22][CH:21]=3)[NH:16][C:15]2=[O:32])[CH2:10][CH2:9]1)[C:2]1[CH:7]=[CH:6][CH:5]=[CH:4][CH:3]=1.[H-].COCCO[Al+]OCCOC.[Na+].[H-].C1(C)C=CC=CC=1, predict the reaction product. The product is: [CH2:1]([N:8]1[CH2:13][CH2:12][CH:11]([N:14]2[CH2:18][C:17]([C:20]3[CH:25]=[CH:24][CH:23]=[CH:22][CH:21]=3)([C:26]3[CH:31]=[CH:30][CH:29]=[CH:28][CH:27]=3)[NH:16][C:15]2=[O:32])[CH2:10][CH2:9]1)[C:2]1[CH:7]=[CH:6][CH:5]=[CH:4][CH:3]=1.